Predict the reactants needed to synthesize the given product. From a dataset of Full USPTO retrosynthesis dataset with 1.9M reactions from patents (1976-2016). (1) Given the product [N:25]1([CH2:30][C:31]2[CH:37]=[CH:36][C:34]([NH:35][C:13]([CH:14]3[C:15]4[C:16](=[CH:20][CH:21]=[CH:22][CH:23]=4)[C:17](=[O:19])[N:12]([CH2:11][CH2:10][O:9][CH3:8])[CH:6]3[C:2]3[S:1][CH:5]=[CH:4][CH:3]=3)=[O:24])=[CH:33][CH:32]=2)[CH:29]=[CH:28][N:27]=[CH:26]1, predict the reactants needed to synthesize it. The reactants are: [S:1]1[CH:5]=[CH:4][CH:3]=[C:2]1[CH:6]=O.[CH3:8][O:9][CH2:10][CH2:11][NH2:12].[C:13]1(=[O:24])[O:19][C:17](=O)[C:16]2=[CH:20][CH:21]=[CH:22][CH:23]=[C:15]2[CH2:14]1.[N:25]1([CH2:30][C:31]2[CH:37]=[CH:36][C:34]([NH2:35])=[CH:33][CH:32]=2)[CH:29]=[CH:28][N:27]=[CH:26]1. (2) Given the product [CH3:14][N:1]1[C:10]2[C:5](=[CH:6][C:7]([C:11]([OH:13])=[O:12])=[CH:8][CH:9]=2)[CH2:4][CH2:3][CH2:2]1, predict the reactants needed to synthesize it. The reactants are: [NH:1]1[C:10]2[C:5](=[CH:6][C:7]([C:11]([OH:13])=[O:12])=[CH:8][CH:9]=2)[CH2:4][CH2:3][CH2:2]1.[CH2:14]=O. (3) Given the product [CH3:2][O:3][C:4](=[O:26])[CH:5]([O:23][CH2:24][CH3:25])[CH2:6][C:7]1[CH:12]=[CH:11][C:10]([CH2:35][CH2:34][N:30]([C:45](=[O:46])[CH2:44][C:38]2[CH:39]=[CH:40][C:41]([F:43])=[CH:42][C:37]=2[F:36])[CH2:31][CH2:33][CH2:4][CH2:5][CH2:6][CH2:7][CH3:8])=[CH:9][CH:8]=1, predict the reactants needed to synthesize it. The reactants are: Cl.[CH3:2][O:3][C:4](=[O:26])[CH:5]([O:23][CH2:24][CH3:25])[CH2:6][C:7]1[CH:12]=[CH:11][CH:10]=[C:9](CCNCCCCCCC)[CH:8]=1.C([N:30]([CH2:34][CH3:35])[CH:31]([CH3:33])C)(C)C.[F:36][C:37]1[CH:42]=[C:41]([F:43])[CH:40]=[CH:39][C:38]=1[CH2:44][C:45](Cl)=[O:46].Cl. (4) Given the product [C:25]([CH:24]1[CH2:23][S:22](=[O:29])(=[O:28])[CH2:21][N:20]1[C:18]([O:17][C:13]([CH3:16])([CH3:15])[CH3:14])=[O:19])(=[O:26])[NH2:3], predict the reactants needed to synthesize it. The reactants are: C(N1C=CN=C1)([N:3]1C=CN=C1)=O.[C:13]([O:17][C:18]([N:20]1[CH:24]([C:25](O)=[O:26])[CH2:23][S:22](=[O:29])(=[O:28])[CH2:21]1)=[O:19])([CH3:16])([CH3:15])[CH3:14].